Dataset: Full USPTO retrosynthesis dataset with 1.9M reactions from patents (1976-2016). Task: Predict the reactants needed to synthesize the given product. (1) Given the product [CH3:8][NH:9][CH:17]1[CH2:18][CH2:19][N:20]([C:23]2[CH:28]=[N:27][CH:26]=[C:25]([CH3:29])[N:24]=2)[CH2:21][CH2:22]1, predict the reactants needed to synthesize it. The reactants are: FC(F)(F)C(O)=O.[CH3:8][N:9]([CH:17]1[CH2:22][CH2:21][N:20]([C:23]2[CH:28]=[N:27][CH:26]=[C:25]([CH3:29])[N:24]=2)[CH2:19][CH2:18]1)C(=O)OC(C)(C)C. (2) Given the product [CH3:4][C@H:3]1[C@@H:2]([C:16]2[S:17][CH:18]=[C:19]([CH3:21])[N:20]=2)[O:7][C:6](=[O:15])[NH:5]1, predict the reactants needed to synthesize it. The reactants are: O[C@H:2]([C:16]1[S:17][CH:18]=[C:19]([CH3:21])[N:20]=1)[C@@H:3]([NH:5][C:6](=[O:15])[O:7]CC1C=CC=CC=1)[CH3:4].Cl. (3) Given the product [N:45]1([C:32]([O:31][C@@H:13]2[CH2:12][C@@H:11]3[C@@:16]([CH3:30])([C@@H:17]4[C@@H:8]([CH2:9][CH2:10]3)[C@:7]3([OH:44])[C@@:20]([CH3:29])([C@@H:21]([C:22]5[CH:23]=[CH:24][C:25](=[O:28])[O:26][CH:27]=5)[C@@H:5]([O:4][C:1](=[O:3])[CH3:2])[CH2:6]3)[CH2:19][CH2:18]4)[CH2:15][CH2:14]2)=[O:33])[CH2:50][CH2:49][NH:48][CH2:47][CH2:46]1, predict the reactants needed to synthesize it. The reactants are: [C:1]([O:4][C@@H:5]1[C@H:21]([C:22]2[CH:23]=[CH:24][C:25](=[O:28])[O:26][CH:27]=2)[C@:20]2([CH3:29])[C@@:7]([OH:44])([C@H:8]3[C@H:17]([CH2:18][CH2:19]2)[C@:16]2([CH3:30])[C@@H:11]([CH2:12][C@@H:13]([O:31][C:32](OC4C=CC([N+]([O-])=O)=CC=4)=[O:33])[CH2:14][CH2:15]2)[CH2:10][CH2:9]3)[CH2:6]1)(=[O:3])[CH3:2].[NH:45]1[CH2:50][CH2:49][NH:48][CH2:47][CH2:46]1. (4) Given the product [CH3:34][N:30]1[CH2:31][CH2:32][CH2:33][CH:29]1[CH2:28][CH2:27][N:9]1[C:10]2[C:6](=[CH:5][C:4]([N+:1]([O-:3])=[O:2])=[CH:12][CH:11]=2)[CH:7]=[C:8]1[CH2:13][C:14]1[CH:15]=[CH:16][C:17]([O:20][C:21]([F:24])([F:22])[F:23])=[CH:18][CH:19]=1, predict the reactants needed to synthesize it. The reactants are: [N+:1]([C:4]1[CH:5]=[C:6]2[C:10](=[CH:11][CH:12]=1)[NH:9][C:8]([CH2:13][C:14]1[CH:19]=[CH:18][C:17]([O:20][C:21]([F:24])([F:23])[F:22])=[CH:16][CH:15]=1)=[CH:7]2)([O-:3])=[O:2].Cl.Cl[CH2:27][CH2:28][CH:29]1[CH2:33][CH2:32][CH2:31][N:30]1[CH3:34].C(=O)([O-])[O-].[K+].[K+].CN(C)C=O. (5) Given the product [CH:14]1([CH2:13][C@H:12]([NH:18][C:19](=[O:20])[O:21][CH2:22][CH:23]2[C:35]3[CH:34]=[CH:33][CH:32]=[CH:31][C:30]=3[C:29]3[C:24]2=[CH:25][CH:26]=[CH:27][CH:28]=3)[CH:5]([OH:4])[C:6]([NH:8][CH:9]2[CH2:10][CH2:11]2)=[O:7])[CH2:17][CH2:16][CH2:15]1, predict the reactants needed to synthesize it. The reactants are: C([O:4][CH:5]([C@@H:12]([NH:18][C:19]([O:21][CH2:22][CH:23]1[C:35]2[CH:34]=[CH:33][CH:32]=[CH:31][C:30]=2[C:29]2[C:24]1=[CH:25][CH:26]=[CH:27][CH:28]=2)=[O:20])[CH2:13][CH:14]1[CH2:17][CH2:16][CH2:15]1)[C:6]([NH:8][CH:9]1[CH2:11][CH2:10]1)=[O:7])(=O)C.OS(O)(=O)=O.O. (6) Given the product [CH2:14]([O:13][C:11]1[CH:12]=[C:7]([N:26]2[CH2:27][CH2:28][CH2:29][CH2:30][CH:25]2[CH3:24])[N:8]=[CH:9][N:10]=1)[C:15]#[C:16][CH3:17], predict the reactants needed to synthesize it. The reactants are: CN(C)C=O.Cl[C:7]1[CH:12]=[C:11]([O:13][CH2:14][C:15]#[C:16][CH3:17])[N:10]=[CH:9][N:8]=1.C(=O)([O-])[O-].[K+].[K+].[CH3:24][CH:25]1[CH2:30][CH2:29][CH2:28][CH2:27][NH:26]1. (7) Given the product [N:1]1([C:8](=[O:10])[CH3:9])[CH2:7][CH2:6][CH2:5][CH2:4][CH2:3][CH2:2]1, predict the reactants needed to synthesize it. The reactants are: [NH:1]1[CH:7]=[CH:6][CH:5]=[CH:4][CH:3]=[CH:2]1.[C:8](OC(=O)C)(=[O:10])[CH3:9].